The task is: Regression/Classification. Given a drug SMILES string, predict its absorption, distribution, metabolism, or excretion properties. Task type varies by dataset: regression for continuous measurements (e.g., permeability, clearance, half-life) or binary classification for categorical outcomes (e.g., BBB penetration, CYP inhibition). Dataset: hlm.. This data is from Human liver microsome stability data. (1) The molecule is CN1CCP(=O)(c2ccc(C(F)(F)F)cc2)CC1. The result is 0 (unstable in human liver microsomes). (2) The compound is Cc1ccccc1S(=O)(=O)N1CCN(c2ccc(C(=O)NCc3cccs3)nn2)CC1. The result is 1 (stable in human liver microsomes). (3) The drug is CCOc1nc(NC(=O)C2(NC(=O)c3ccc4c(C5CCCC5)c(-c5cncnc5)n(C)c4c3)CCC2)ccc1C=CC(=O)O. The result is 0 (unstable in human liver microsomes).